From a dataset of Reaction yield outcomes from USPTO patents with 853,638 reactions. Predict the reaction yield, written as a fraction of the theoretical maximum amount of product (1.0 means a 100% yield; for example, 0.34 means a 34% yield). The reactants are [C:1]([O:5][C:6](=[O:35])[N:7]([C:16]1[S:17][C@:18]2([CH:32]([F:34])[F:33])[C@H:20]([C@:21]([C:24]3[CH:29]=[C:28]([Br:30])[CH:27]=C[C:25]=3[F:31])([CH3:23])[N:22]=1)[CH2:19]2)[CH2:8][O:9][CH2:10][CH2:11][Si:12]([CH3:15])([CH3:14])[CH3:13])([CH3:4])([CH3:3])[CH3:2].C(OC(=O)[N:42](C1S[C@]2(C=O)[C@H]([C@](C3C(F)=NC=C(Br)C=3)(C)N=1)C2)COCC[Si](C)(C)C)(C)(C)C.COCCN(S(F)(F)F)CCOC. No catalyst specified. The product is [C:1]([O:5][C:6](=[O:35])[N:7]([C:16]1[S:17][C@:18]2([CH:32]([F:33])[F:34])[C@H:20]([C@:21]([C:24]3[C:25]([F:31])=[N:42][CH:27]=[C:28]([Br:30])[CH:29]=3)([CH3:23])[N:22]=1)[CH2:19]2)[CH2:8][O:9][CH2:10][CH2:11][Si:12]([CH3:15])([CH3:13])[CH3:14])([CH3:2])([CH3:3])[CH3:4]. The yield is 0.940.